Task: Predict which catalyst facilitates the given reaction.. Dataset: Catalyst prediction with 721,799 reactions and 888 catalyst types from USPTO (1) Reactant: N1C=CC=CC=1.[O:7]1[CH2:12][CH2:11][C:10]2([C:20]3[C:15](=[CH:16][CH:17]=[CH:18][CH:19]=3)[NH:14][CH2:13]2)[CH2:9][CH2:8]1.Cl.CN(C)CCCN=C=NCC.[N:33]1([C:39]2[N:40]=[C:41]([CH2:46][C:47]([O-])=[O:48])[NH:42][C:43](=[O:45])[CH:44]=2)[CH2:38][CH2:37][O:36][CH2:35][CH2:34]1.[Na+]. Product: [N:33]1([C:39]2[N:40]=[C:41]([CH2:46][C:47](=[O:48])[N:14]3[C:15]4[C:20](=[CH:19][CH:18]=[CH:17][CH:16]=4)[C:10]4([CH2:11][CH2:12][O:7][CH2:8][CH2:9]4)[CH2:13]3)[NH:42][C:43](=[O:45])[CH:44]=2)[CH2:38][CH2:37][O:36][CH2:35][CH2:34]1. The catalyst class is: 9. (2) Reactant: [Br:1]N1C(=O)CCC1=O.CSC.[Cl:12][C:13]1[CH:14]=[CH:15][C:16](=[O:27])[N:17]([C:19]2[CH:24]=[CH:23][C:22]([CH2:25]O)=[CH:21][CH:20]=2)[CH:18]=1.O. Product: [Br:1][CH2:25][C:22]1[CH:23]=[CH:24][C:19]([N:17]2[CH:18]=[C:13]([Cl:12])[CH:14]=[CH:15][C:16]2=[O:27])=[CH:20][CH:21]=1. The catalyst class is: 2. (3) Reactant: [CH3:1][C:2]1[CH:7]=[C:6]([O:8][CH2:9][CH2:10][CH2:11][S:12]([CH3:15])(=[O:14])=[O:13])[CH:5]=[CH:4][C:3]=1[C:16]1[CH:21]=[CH:20][CH:19]=[C:18]([CH2:22][O:23][C:24]2[CH:29]=[CH:28][C:27]([C:30]3([CH2:34][C:35]([O:37]CC)=[O:36])[CH2:33][O:32][CH2:31]3)=[CH:26][CH:25]=2)[CH:17]=1.O.[OH-].[Li+]. Product: [CH3:1][C:2]1[CH:7]=[C:6]([O:8][CH2:9][CH2:10][CH2:11][S:12]([CH3:15])(=[O:13])=[O:14])[CH:5]=[CH:4][C:3]=1[C:16]1[CH:21]=[CH:20][CH:19]=[C:18]([CH2:22][O:23][C:24]2[CH:25]=[CH:26][C:27]([C:30]3([CH2:34][C:35]([OH:37])=[O:36])[CH2:33][O:32][CH2:31]3)=[CH:28][CH:29]=2)[CH:17]=1. The catalyst class is: 36. (4) Reactant: [C:1]([NH:8][CH2:9][C:10]([O:12]CC=C)=O)([O:3][C:4]([CH3:7])([CH3:6])[CH3:5])=[O:2].C[Si]([NH-])(C)C.C[Si]([NH-])(C)C.[Li+].[Li+].O1CCCC1.[C:33]([O:37][CH2:38][CH:39]=[CH2:40])(=[O:36])[CH:34]=[CH2:35]. Product: [O:12]=[C:10]1[CH2:9][N:8]([C:1]([O:3][C:4]([CH3:5])([CH3:6])[CH3:7])=[O:2])[CH2:35][CH:34]1[C:33]([O:37][CH2:38][CH:39]=[CH2:40])=[O:36]. The catalyst class is: 7.